From a dataset of Peptide-MHC class I binding affinity with 185,985 pairs from IEDB/IMGT. Regression. Given a peptide amino acid sequence and an MHC pseudo amino acid sequence, predict their binding affinity value. This is MHC class I binding data. (1) The peptide sequence is QRASNVFDL. The MHC is HLA-A66:01 with pseudo-sequence HLA-A66:01. The binding affinity (normalized) is 0.213. (2) The peptide sequence is AMNLIANIF. The MHC is HLA-A01:01 with pseudo-sequence HLA-A01:01. The binding affinity (normalized) is 0.140.